Dataset: Catalyst prediction with 721,799 reactions and 888 catalyst types from USPTO. Task: Predict which catalyst facilitates the given reaction. (1) Reactant: [CH3:1][S:2](Cl)(=[O:4])=[O:3].[F:6][C:7]1[CH:8]=[CH:9][C:10]2[N:11]([C:13]([C:16]3[N:24]=[C:23]4[C:19]([N:20]([CH2:32][O:33][CH2:34][CH2:35][Si:36]([CH3:39])([CH3:38])[CH3:37])[C:21](=[O:31])[N:22]4[C@@H:25]4[CH2:30][CH2:29][CH2:28][NH:27][CH2:26]4)=[CH:18][N:17]=3)=[CH:14][N:15]=2)[CH:12]=1. Product: [F:6][C:7]1[CH:8]=[CH:9][C:10]2[N:11]([C:13]([C:16]3[N:24]=[C:23]4[C:19]([N:20]([CH2:32][O:33][CH2:34][CH2:35][Si:36]([CH3:39])([CH3:38])[CH3:37])[C:21](=[O:31])[N:22]4[C@@H:25]4[CH2:30][CH2:29][CH2:28][N:27]([S:2]([CH3:1])(=[O:4])=[O:3])[CH2:26]4)=[CH:18][N:17]=3)=[CH:14][N:15]=2)[CH:12]=1. The catalyst class is: 4. (2) Reactant: [O:1]=[C:2]1[N:7]([C:8]2[CH:13]=[CH:12][CH:11]=[CH:10][CH:9]=2)[C:6]2[S:14][C:15](C([O-])=O)=[C:16]([NH:17][C:18]3[CH:23]=[CH:22][CH:21]=[CH:20][CH:19]=3)[C:5]=2[CH:4]=[CH:3]1.[NH4+].Cl. Product: [C:18]1([NH:17][C:16]2[C:5]3[CH:4]=[CH:3][C:2](=[O:1])[N:7]([C:8]4[CH:9]=[CH:10][CH:11]=[CH:12][CH:13]=4)[C:6]=3[S:14][CH:15]=2)[CH:19]=[CH:20][CH:21]=[CH:22][CH:23]=1. The catalyst class is: 38. (3) Reactant: Cl.[F:2][C:3]1[CH:4]=[C:5]([CH:44]=[CH:45][CH:46]=1)[CH2:6][N:7]1[CH:11]=[C:10]([C:12]2[C:20]3[C:15](=[N:16][CH:17]=[C:18]([C:21]4[CH:26]=[CH:25][C:24]([N:27]5[CH2:32][CH2:31][NH:30][CH2:29][CH2:28]5)=[C:23]([CH3:33])[CH:22]=4)[CH:19]=3)[N:14]([S:34]([C:37]3[CH:43]=[CH:42][C:40]([CH3:41])=[CH:39][CH:38]=3)(=[O:36])=[O:35])[CH:13]=2)[CH:9]=[N:8]1.[CH3:47][C@H:48]1[CH2:50][O:49]1.CCN(C(C)C)C(C)C. Product: [F:2][C:3]1[CH:4]=[C:5]([CH:44]=[CH:45][CH:46]=1)[CH2:6][N:7]1[CH:11]=[C:10]([C:12]2[C:20]3[C:15](=[N:16][CH:17]=[C:18]([C:21]4[CH:26]=[CH:25][C:24]([N:27]5[CH2:28][CH2:29][N:30]([CH2:47][C@@H:48]([OH:49])[CH3:50])[CH2:31][CH2:32]5)=[C:23]([CH3:33])[CH:22]=4)[CH:19]=3)[N:14]([S:34]([C:37]3[CH:38]=[CH:39][C:40]([CH3:41])=[CH:42][CH:43]=3)(=[O:35])=[O:36])[CH:13]=2)[CH:9]=[N:8]1. The catalyst class is: 8. (4) Reactant: [Br:1]Br.[CH3:3][C:4]1[CH:5]=[C:6]([C:10](=[O:12])[CH3:11])[CH:7]=[CH:8][CH:9]=1. Product: [Br:1][CH2:11][C:10]([C:6]1[CH:7]=[CH:8][CH:9]=[C:4]([CH3:3])[CH:5]=1)=[O:12]. The catalyst class is: 27. (5) Reactant: [H-].[Na+].[C:3]([O:7][C:8]([N:10]1[CH2:14][CH2:13][C@@H:12]([OH:15])[CH2:11]1)=[O:9])([CH3:6])([CH3:5])[CH3:4].Cl.Cl[CH2:18][C:19]1[CH:20]=[N:21][CH:22]=[CH:23][CH:24]=1. Product: [C:3]([O:7][C:8]([N:10]1[CH2:14][CH2:13][C@@H:12]([O:15][CH2:18][C:19]2[CH:20]=[N:21][CH:22]=[CH:23][CH:24]=2)[CH2:11]1)=[O:9])([CH3:6])([CH3:4])[CH3:5]. The catalyst class is: 1.